Predict the product of the given reaction. From a dataset of Forward reaction prediction with 1.9M reactions from USPTO patents (1976-2016). Given the reactants NCC1[C:5]2([CH2:10][CH2:9][N:8]([C:11]([O:13][C:14]([CH3:17])([CH3:16])[CH3:15])=[O:12])[CH2:7][CH2:6]2)C1.[NH:18]1[C:26]2[CH:25]=[CH:24][N:23]=[CH:22][C:21]=2[CH:20]=[C:19]1[C:27]([OH:29])=O.CCN=C=[N:34][CH2:35][CH2:36][CH2:37]N(C)C.C(N(CC)CC)C.C1C=CC2N(O)N=NC=2C=1, predict the reaction product. The product is: [NH:18]1[C:26]2[CH:25]=[CH:24][N:23]=[CH:22][C:21]=2[CH:20]=[C:19]1[C:27]([NH:34][CH2:35][CH:36]1[C:9]2([N:8]([C:11]([O:13][C:14]([CH3:15])([CH3:16])[CH3:17])=[O:12])[CH2:7][CH2:6][CH2:5][CH2:10]2)[CH2:37]1)=[O:29].